Dataset: Reaction yield outcomes from USPTO patents with 853,638 reactions. Task: Predict the reaction yield, written as a fraction of the theoretical maximum amount of product (1.0 means a 100% yield; for example, 0.34 means a 34% yield). The product is [C:1]([O:5][C:6](=[O:7])[NH:8][CH:9]([CH2:13][C:14]1[CH:19]=[CH:18][C:17]([N+:20]([O-:22])=[O:21])=[CH:16][CH:15]=1)[C:10](=[O:12])[CH:40]=[N+:38]=[N-:39])([CH3:2])([CH3:3])[CH3:4]. The catalyst is C1COCC1.CCOCC. The yield is 0.820. The reactants are [C:1]([O:5][C:6]([NH:8][C@@H:9]([CH2:13][C:14]1[CH:19]=[CH:18][C:17]([N+:20]([O-:22])=[O:21])=[CH:16][CH:15]=1)[C:10]([OH:12])=O)=[O:7])([CH3:4])([CH3:3])[CH3:2].C(N(CC)CC)C.ClC(OCC(C)C)=O.[N+:38](=[CH2:40])=[N-:39].